From a dataset of Catalyst prediction with 721,799 reactions and 888 catalyst types from USPTO. Predict which catalyst facilitates the given reaction. (1) Reactant: CI.[Br:3][C:4]1[CH:12]=[CH:11][C:10]([I:13])=[CH:9][C:5]=1[C:6]([OH:8])=[O:7].[C:14]([O-])([O-])=O.[K+].[K+]. Product: [CH3:14][O:7][C:6](=[O:8])[C:5]1[CH:9]=[C:10]([I:13])[CH:11]=[CH:12][C:4]=1[Br:3]. The catalyst class is: 3. (2) Reactant: [OH:1][CH:2]([C:8]1[C:17]2[C:12](=[CH:13][CH:14]=[CH:15][CH:16]=2)[CH:11]=[CH:10][C:9]=1[OH:18])[C:3]([O:5][CH2:6][CH3:7])=[O:4].[CH2:19](Br)[C:20]1[CH:25]=[CH:24][CH:23]=[CH:22][CH:21]=1.C(=O)([O-])[O-].[Cs+].[Cs+].[I-].[Na+]. The catalyst class is: 35. Product: [OH:1][CH:2]([C:8]1[C:17]2[C:12](=[CH:13][CH:14]=[CH:15][CH:16]=2)[CH:11]=[CH:10][C:9]=1[O:18][CH2:19][C:20]1[CH:25]=[CH:24][CH:23]=[CH:22][CH:21]=1)[C:3]([O:5][CH2:6][CH3:7])=[O:4]. (3) Reactant: [F:1][C:2]1[C:3]([CH2:12][CH2:13][C:14](=O)[C:15]2[NH:16][CH:17]=[CH:18][CH:19]=2)=[C:4]2[C:8](=[CH:9][CH:10]=1)[NH:7][C:6](=[O:11])[CH2:5]2. Product: [F:1][C:2]1[CH:10]=[CH:9][C:8]2[NH:7][C:6](=[O:11])[C:5]3=[C:14]([C:15]4[NH:16][CH:17]=[CH:18][CH:19]=4)[CH2:13][CH2:12][C:3]=1[C:4]=23. The catalyst class is: 611. (4) Reactant: [OH:1][C:2]1[C:3]([C:13]([NH:15][CH2:16][C:17]([O:19]CC)=[O:18])=[O:14])=[C:4]2[C:9](=[CH:10][CH:11]=1)[N:8]=[C:7]([CH3:12])[CH:6]=[N:5]2.[OH-].[Na+]. Product: [OH:1][C:2]1[C:3]([C:13]([NH:15][CH2:16][C:17]([OH:19])=[O:18])=[O:14])=[C:4]2[C:9](=[CH:10][CH:11]=1)[N:8]=[C:7]([CH3:12])[CH:6]=[N:5]2. The catalyst class is: 111.